Dataset: Full USPTO retrosynthesis dataset with 1.9M reactions from patents (1976-2016). Task: Predict the reactants needed to synthesize the given product. Given the product [CH2:1]=[CH:2][C:3]1[CH:8]=[CH:7][CH:6]=[CH:5][CH:4]=1.[CH:9]([C:11]1[CH:16]=[CH:15][CH:14]=[CH:13][N:12]=1)=[CH2:10], predict the reactants needed to synthesize it. The reactants are: [CH2:1]=[CH:2][C:3]1[CH:8]=[CH:7][CH:6]=[CH:5][CH:4]=1.[CH:9]([C:11]1[CH:16]=[CH:15][CH:14]=[CH:13][N:12]=1)=[CH2:10].C1COCC1.O=O.